From a dataset of Peptide-MHC class II binding affinity with 134,281 pairs from IEDB. Regression. Given a peptide amino acid sequence and an MHC pseudo amino acid sequence, predict their binding affinity value. This is MHC class II binding data. (1) The peptide sequence is CGRRHSVRIRVRSGG. The MHC is DRB4_0101 with pseudo-sequence DRB4_0103. The binding affinity (normalized) is 0.283. (2) The peptide sequence is HQSIGSTLYNKIYLYENMNI. The MHC is DRB1_0401 with pseudo-sequence DRB1_0401. The binding affinity (normalized) is 0.630.